Dataset: Catalyst prediction with 721,799 reactions and 888 catalyst types from USPTO. Task: Predict which catalyst facilitates the given reaction. (1) Reactant: Cl.CO[C:4]1[CH:5]=[C:6]2[C:11](=[CH:12][C:13]=1OCC1CCNCC1)[N:10]=[CH:9][N:8]([CH2:22][O:23][C:24](=[O:29])[C:25]([CH3:28])([CH3:27])[CH3:26])[C:7]2=[O:30].[OH-].[Na+]. Product: [C:24]([O:23][CH2:22][N:8]1[C:7](=[O:30])[C:6]2[C:11](=[CH:12][CH:13]=[CH:4][CH:5]=2)[N:10]=[CH:9]1)(=[O:29])[C:25]([CH3:28])([CH3:27])[CH3:26]. The catalyst class is: 6. (2) Reactant: [OH:1][C:2]1[CH:7]=[CH:6][C:5]([N+:8]([O-:10])=[O:9])=[CH:4][N:3]=1.[C:11](=O)([O-])[O-].[Cs+].[Cs+].CI. Product: [CH3:11][N:3]1[CH:4]=[C:5]([N+:8]([O-:10])=[O:9])[CH:6]=[CH:7][C:2]1=[O:1]. The catalyst class is: 3. (3) Reactant: [OH:1][C:2]1[CH:11]=[CH:10][C:5]2[C:6](=[O:9])[CH2:7][O:8][C:4]=2[CH:3]=1.[C:12]([O:16][C:17]([N:19]1[CH2:24][CH2:23][NH:22][CH2:21][CH2:20]1)=[O:18])([CH3:15])([CH3:14])[CH3:13].[CH2:25]=O. Product: [OH:1][C:2]1[CH:11]=[CH:10][C:5]2[C:6](=[O:9])[CH2:7][O:8][C:4]=2[C:3]=1[CH2:25][N:22]1[CH2:23][CH2:24][N:19]([C:17]([O:16][C:12]([CH3:15])([CH3:13])[CH3:14])=[O:18])[CH2:20][CH2:21]1. The catalyst class is: 8. (4) Reactant: [CH:1]1([C:4](=[O:26])[CH2:5][C:6]([C:8]2[CH:13]=[CH:12][C:11]([Cl:14])=[C:10]([CH2:15][N:16]3[C:20](=[O:21])[N:19]([CH:22]4[CH2:24][CH2:23]4)[N:18]=[N:17]3)[C:9]=2[Cl:25])=[O:7])[CH2:3][CH2:2]1.[CH:27](OCC)(OCC)[O:28][CH2:29][CH3:30]. Product: [CH:1]1([C:4](=[O:26])[C:5](=[CH:27][O:28][CH2:29][CH3:30])[C:6]([C:8]2[CH:13]=[CH:12][C:11]([Cl:14])=[C:10]([CH2:15][N:16]3[C:20](=[O:21])[N:19]([CH:22]4[CH2:24][CH2:23]4)[N:18]=[N:17]3)[C:9]=2[Cl:25])=[O:7])[CH2:3][CH2:2]1. The catalyst class is: 152. (5) Reactant: CS[C:3]([S:14][CH3:15])=[C:4]1[C:9](=[O:10])[O:8][C:7]([CH3:12])([CH3:11])[O:6][C:5]1=[O:13].[CH3:16][O:17][C:18]1[CH:19]=[C:20]([CH:22]=[CH:23][C:24]=1[O:25][CH3:26])[NH2:21]. Product: [CH3:16][O:17][C:18]1[CH:19]=[C:20]([NH:21][C:3]([S:14][CH3:15])=[C:4]2[C:9](=[O:10])[O:8][C:7]([CH3:12])([CH3:11])[O:6][C:5]2=[O:13])[CH:22]=[CH:23][C:24]=1[O:25][CH3:26]. The catalyst class is: 14. (6) Reactant: [N:1]1[CH:6]=[CH:5][CH:4]=[C:3]([C:7]2(C(O)=O)[NH:11][CH:10]=[CH:9][S:8]2)[CH:2]=1.C([N:17]([CH2:20]C)CC)C.[N-]=[N+:23]=[N-:24].[Na+].[OH2:26]. Product: [N:1]1[CH:6]=[CH:5][CH:4]=[C:3]([C:7]2[S:8][CH:9]=[C:10]([C:20]([N:17]=[N+:23]=[N-:24])=[O:26])[N:11]=2)[CH:2]=1. The catalyst class is: 526.